Dataset: Full USPTO retrosynthesis dataset with 1.9M reactions from patents (1976-2016). Task: Predict the reactants needed to synthesize the given product. (1) Given the product [NH2:17][C:15]1[N:14]=[CH:13][N:12]=[C:11]2[N:10]([C@H:18]3[CH2:22][CH2:21][O:20][CH2:19]3)[N:9]=[C:8]([C:5]3[CH:6]=[CH:7][C:2]([NH:1][C:32]([NH:31][C:27]4[CH:28]=[CH:29][CH:30]=[C:25]([C:24]([F:23])([F:34])[F:35])[CH:26]=4)=[O:33])=[CH:3][CH:4]=3)[C:16]=12, predict the reactants needed to synthesize it. The reactants are: [NH2:1][C:2]1[CH:7]=[CH:6][C:5]([C:8]2[C:16]3[C:11](=[N:12][CH:13]=[N:14][C:15]=3[NH2:17])[N:10]([C@H:18]3[CH2:22][CH2:21][O:20][CH2:19]3)[N:9]=2)=[CH:4][CH:3]=1.[F:23][C:24]([F:35])([F:34])[C:25]1[CH:26]=[C:27]([N:31]=[C:32]=[O:33])[CH:28]=[CH:29][CH:30]=1. (2) Given the product [CH3:31][N:32]([CH3:46])[C:33]1[C:41]([C:42]([F:43])([F:44])[F:45])=[CH:40][CH:39]=[CH:38][C:34]=1[C:35]([NH:30][C:26]1[CH:25]=[C:24]2[C:29](=[CH:28][CH:27]=1)[N:21]([C:19](=[O:20])[CH2:18][C:13]1[CH:14]=[CH:15][CH:16]=[CH:17][N:12]=1)[CH2:22][CH2:23]2)=[O:36], predict the reactants needed to synthesize it. The reactants are: CN(C)CCCN=C=NCC.[N:12]1[CH:17]=[CH:16][CH:15]=[CH:14][C:13]=1[CH2:18][C:19]([N:21]1[C:29]2[C:24](=[CH:25][C:26]([NH2:30])=[CH:27][CH:28]=2)[CH2:23][CH2:22]1)=[O:20].[CH3:31][N:32]([CH3:46])[C:33]1[C:41]([C:42]([F:45])([F:44])[F:43])=[CH:40][CH:39]=[CH:38][C:34]=1[C:35](O)=[O:36].ON1C2C=CC=CC=2N=N1. (3) The reactants are: [C:1](=[N:14][NH2:15])([C:8]1[CH:13]=[CH:12][CH:11]=[CH:10][CH:9]=1)[C:2]1[CH:7]=[CH:6][CH:5]=[CH:4][CH:3]=1.[CH3:16][C:17]([C:19]1[CH:24]=[CH:23][C:22]([F:25])=[CH:21][CH:20]=1)=O.C(Cl)(Cl)Cl. Given the product [C:2]1([C:1]([C:8]2[CH:9]=[CH:10][CH:11]=[CH:12][CH:13]=2)=[N:14][N:15]=[C:17]([C:19]2[CH:24]=[CH:23][C:22]([F:25])=[CH:21][CH:20]=2)[CH3:16])[CH:7]=[CH:6][CH:5]=[CH:4][CH:3]=1, predict the reactants needed to synthesize it. (4) Given the product [CH3:25][N:3]([CH2:1][CH2:2][CH3:27])[C:4]1[CH:9]=[C:8]([C:10]([N:12]2[CH2:17][CH2:16][CH2:15][CH:14]([C:18]3[CH:19]=[CH:20][C:21]([CH3:24])=[CH:22][CH:23]=3)[CH2:13]2)=[O:11])[CH:7]=[CH:6][N:5]=1, predict the reactants needed to synthesize it. The reactants are: [CH2:1]([N:3]([CH3:25])[C:4]1[CH:9]=[C:8]([C:10]([N:12]2[CH2:17][CH2:16][CH2:15][CH:14]([C:18]3[CH:23]=[CH:22][C:21]([CH3:24])=[CH:20][CH:19]=3)[CH2:13]2)=[O:11])[CH:7]=[CH:6][N:5]=1)[CH3:2].F[C:27]1C=C(C(N2CCCC(C3C=CC(C)=CC=3)C2)=O)C=CN=1.CNCCC. (5) Given the product [CH:1]1([C:4]2[CH:5]=[CH:6][C:7]([CH2:10][C:11]([NH:16][C@@H:17]([C:20]3[CH:25]=[CH:24][C:23]([O:26][CH2:27][C:28]([F:31])([F:29])[F:30])=[CH:22][N:21]=3)[CH2:18][OH:19])=[O:13])=[CH:8][CH:9]=2)[CH2:2][CH2:3]1, predict the reactants needed to synthesize it. The reactants are: [CH:1]1([C:4]2[CH:9]=[CH:8][C:7]([CH2:10][C:11]([OH:13])=O)=[CH:6][CH:5]=2)[CH2:3][CH2:2]1.Cl.Cl.[NH2:16][C@@H:17]([C:20]1[CH:25]=[CH:24][C:23]([O:26][CH2:27][C:28]([F:31])([F:30])[F:29])=[CH:22][N:21]=1)[CH2:18][OH:19].Cl.CN(C)CCCN=C=NCC.ON1C2N=CC=CC=2N=N1.C(N(CC)CC)C.